From a dataset of Merck oncology drug combination screen with 23,052 pairs across 39 cell lines. Regression. Given two drug SMILES strings and cell line genomic features, predict the synergy score measuring deviation from expected non-interaction effect. (1) Drug 1: CN1C(=O)C=CC2(C)C3CCC4(C)C(NC(=O)OCC(F)(F)F)CCC4C3CCC12. Drug 2: CCC1=CC2CN(C1)Cc1c([nH]c3ccccc13)C(C(=O)OC)(c1cc3c(cc1OC)N(C)C1C(O)(C(=O)OC)C(OC(C)=O)C4(CC)C=CCN5CCC31C54)C2. Cell line: NCIH23. Synergy scores: synergy=-10.1. (2) Drug 1: CC1CC2C3CCC4=CC(=O)C=CC4(C)C3(F)C(O)CC2(C)C1(O)C(=O)CO. Drug 2: COC1=C2CC(C)CC(OC)C(O)C(C)C=C(C)C(OC(N)=O)C(OC)C=CC=C(C)C(=O)NC(=CC1=O)C2=O. Cell line: PA1. Synergy scores: synergy=14.8. (3) Drug 1: CN(Cc1cnc2nc(N)nc(N)c2n1)c1ccc(C(=O)NC(CCC(=O)O)C(=O)O)cc1. Drug 2: C#Cc1cccc(Nc2ncnc3cc(OCCOC)c(OCCOC)cc23)c1. Cell line: SKOV3. Synergy scores: synergy=5.27. (4) Drug 1: CC1CC2C3CCC4=CC(=O)C=CC4(C)C3(F)C(O)CC2(C)C1(O)C(=O)CO. Drug 2: CS(=O)(=O)CCNCc1ccc(-c2ccc3ncnc(Nc4ccc(OCc5cccc(F)c5)c(Cl)c4)c3c2)o1. Cell line: OVCAR3. Synergy scores: synergy=14.3.